From a dataset of Peptide-MHC class II binding affinity with 134,281 pairs from IEDB. Regression. Given a peptide amino acid sequence and an MHC pseudo amino acid sequence, predict their binding affinity value. This is MHC class II binding data. (1) The peptide sequence is YARFQSQTTLKQKT. The MHC is HLA-DPA10301-DPB10402 with pseudo-sequence HLA-DPA10301-DPB10402. The binding affinity (normalized) is 0.472. (2) The peptide sequence is CFHEFLSSKLNKFVS. The MHC is DRB1_1501 with pseudo-sequence DRB1_1501. The binding affinity (normalized) is 0.559. (3) The peptide sequence is GMMMGMFNMLSTVLG. The MHC is DRB1_0405 with pseudo-sequence DRB1_0405. The binding affinity (normalized) is 0.465. (4) The peptide sequence is NPLIRHENRMVLAST. The MHC is DRB1_0401 with pseudo-sequence DRB1_0401. The binding affinity (normalized) is 0.385. (5) The peptide sequence is LSSLLKNDVPLAGPL. The MHC is DRB1_0301 with pseudo-sequence DRB1_0301. The binding affinity (normalized) is 0.746. (6) The peptide sequence is LAQILMDNDLAATND. The MHC is DRB1_0401 with pseudo-sequence DRB1_0401. The binding affinity (normalized) is 0.763. (7) The peptide sequence is QSAVVCGRRHSVRIR. The MHC is DRB5_0101 with pseudo-sequence DRB5_0101. The binding affinity (normalized) is 0.355.